Regression/Classification. Given a drug SMILES string, predict its absorption, distribution, metabolism, or excretion properties. Task type varies by dataset: regression for continuous measurements (e.g., permeability, clearance, half-life) or binary classification for categorical outcomes (e.g., BBB penetration, CYP inhibition). Dataset: cyp2c19_veith. From a dataset of CYP2C19 inhibition data for predicting drug metabolism from PubChem BioAssay. The result is 0 (non-inhibitor). The compound is C=CCOc1ccc(CNC(C)(C)CO)cc1OCC.Cl.